Dataset: Reaction yield outcomes from USPTO patents with 853,638 reactions. Task: Predict the reaction yield, written as a fraction of the theoretical maximum amount of product (1.0 means a 100% yield; for example, 0.34 means a 34% yield). The reactants are [OH:1][C:2]1[CH:12]=[CH:11][CH:10]=[C:4]2[C:5]([O:7][C:8](=[O:9])[C:3]=12)=O.[CH3:13][O:14][C:15]1[CH:22]=[C:21]([O:23][CH3:24])[CH:20]=[CH:19][C:16]=1[CH2:17][NH2:18].C(O)(=O)C. The catalyst is O. The product is [OH:1][C:2]1[CH:12]=[CH:11][CH:10]=[C:4]2[C:3]=1[C:8](=[O:9])[N:18]([CH2:17][C:16]1[CH:19]=[CH:20][C:21]([O:23][CH3:24])=[CH:22][C:15]=1[O:14][CH3:13])[C:5]2=[O:7]. The yield is 0.730.